From a dataset of Reaction yield outcomes from USPTO patents with 853,638 reactions. Predict the reaction yield, written as a fraction of the theoretical maximum amount of product (1.0 means a 100% yield; for example, 0.34 means a 34% yield). (1) The reactants are [N:1]12[CH2:8][CH2:7][CH:4]([CH2:5][CH2:6]1)[C@@H:3]([NH:9][CH2:10][CH2:11][CH2:12][N:13]1[C:21]3[C:16](=[CH:17][CH:18]=[CH:19][C:20]=3[C:22]([O-:24])=O)[CH:15]=[CH:14]1)[CH2:2]2.[Li+].C(N(CC)C(C)C)(C)C.CCCP1(OP(CCC)(=O)OP(CCC)(=O)O1)=O. The catalyst is CN(C=O)C. The product is [N:1]12[CH2:8][CH2:7][CH:4]([CH2:5][CH2:6]1)[C@@H:3]([N:9]1[CH2:10][CH2:11][CH2:12][N:13]3[C:21]4[C:16]([CH:15]=[CH:14]3)=[CH:17][CH:18]=[CH:19][C:20]=4[C:22]1=[O:24])[CH2:2]2. The yield is 0.240. (2) The reactants are [NH2:1][C:2]1[N:10]=[C:9]([F:11])[CH:8]=[CH:7][C:3]=1[C:4]([NH2:6])=[O:5].[CH:12](OCC)(OCC)OCC. No catalyst specified. The product is [F:11][C:9]1[CH:8]=[CH:7][C:3]2[C:4](=[O:5])[NH:6][CH:12]=[N:1][C:2]=2[N:10]=1. The yield is 0.960. (3) The reactants are Br[C:2]1[S:3][CH:4]=[CH:5][N:6]=1.CC1(C)C(C)(C)OB([C:15]2[CH:16]=[N:17][NH:18][CH:19]=2)O1.C(=O)([O-])[O-].[Na+].[Na+]. The catalyst is C1(C)C=CC=CC=1.C(O)C.C1C=CC([P]([Pd]([P](C2C=CC=CC=2)(C2C=CC=CC=2)C2C=CC=CC=2)([P](C2C=CC=CC=2)(C2C=CC=CC=2)C2C=CC=CC=2)[P](C2C=CC=CC=2)(C2C=CC=CC=2)C2C=CC=CC=2)(C2C=CC=CC=2)C2C=CC=CC=2)=CC=1. The product is [NH:17]1[CH:16]=[C:15]([C:2]2[S:3][CH:4]=[CH:5][N:6]=2)[CH:19]=[N:18]1. The yield is 0.560. (4) The reactants are C(O[C@H:9]1[C@H:14](OCC2C=CC=CC=2)[C@@H:13]([O:23][CH2:24][C:25]2[CH:30]=[CH:29][CH:28]=[CH:27][CH:26]=2)[C@@:12]([C:33]2[CH:38]=[CH:37]C(Cl)=[C:35]([CH2:40][C:41]3[CH:46]=[CH:45][C:44]([O:47][CH2:48][CH3:49])=[CH:43][CH:42]=3)[CH:34]=2)(OC)[O:11][C@:10]1([C:52]([OH:55])([CH3:54])[CH3:53])[CH2:50][OH:51])C1C=CC=CC=1.[OH2:56].[C:57]1([CH3:67])[CH:62]=[CH:61][C:60](S(O)(=O)=O)=[CH:59][CH:58]=1.Cl[CH2:69][Cl:70]. No catalyst specified. The product is [CH2:67]([O:56][C@H:9]1[C@H:14]([O:23][CH2:24][C:25]2[CH:30]=[CH:29][CH:28]=[CH:27][CH:26]=2)[C@@H:13]([O:23][CH2:24][C:25]2[CH:30]=[CH:29][CH:28]=[CH:27][CH:26]=2)[C@:12]2([C:33]3[CH:38]=[CH:37][C:69]([Cl:70])=[C:35]([CH2:40][C:41]4[CH:42]=[CH:43][C:44]([O:47][CH2:48][CH3:49])=[CH:45][CH:46]=4)[CH:34]=3)[O:11][C@@:10]1([CH2:50][OH:51])[C:52]([CH3:53])([CH3:54])[O:55]2)[C:57]1[CH:62]=[CH:61][CH:60]=[CH:59][CH:58]=1. The yield is 0.280. (5) The reactants are [CH3:1][C:2]1[N:7]=[C:6]2[N:8]=[C:9]([N:11]3[CH:17]4[CH2:18][CH2:19][N:14]([CH2:15][CH2:16]4)[CH2:13][CH2:12]3)[O:10][C:5]2=[CH:4][CH:3]=1.C([O-])(=O)C.[Na+].[Br:25]Br.[OH-].[Na+]. The catalyst is CC(O)=O. The product is [Br:25][C:3]1[CH:4]=[C:5]2[O:10][C:9]([N:11]3[CH:17]4[CH2:16][CH2:15][N:14]([CH2:19][CH2:18]4)[CH2:13][CH2:12]3)=[N:8][C:6]2=[N:7][C:2]=1[CH3:1]. The yield is 0.710. (6) The reactants are [Cl:1][C:2]1[CH:11]=[CH:10][C:9]2[N:8]=[CH:7][C:6](=[O:12])[N:5]3[CH:13]([CH2:16][N:17]4[CH2:22][CH2:21][CH:20]([N:23]([CH2:31][C:32]5[N:37]=[CH:36][C:35]6[O:38][CH2:39][CH2:40][O:41][C:34]=6[CH:33]=5)C(=O)OC(C)(C)C)[CH2:19][CH2:18]4)[CH2:14][O:15][C:3]=1[C:4]=23.FC1C=NC2C=CC(=O)N3[C@H](CN4CCC(O)C(CNC(=O)OC(C)(C)C)C4)COC=1C=23.FC(F)(F)C(O)=O. The catalyst is ClCCl. The product is [ClH:1].[ClH:1].[Cl:1][C:2]1[CH:11]=[CH:10][C:9]2[N:8]=[CH:7][C:6](=[O:12])[N:5]3[CH:13]([CH2:16][N:17]4[CH2:18][CH2:19][CH:20]([NH:23][CH2:31][C:32]5[N:37]=[CH:36][C:35]6[O:38][CH2:39][CH2:40][O:41][C:34]=6[CH:33]=5)[CH2:21][CH2:22]4)[CH2:14][O:15][C:3]=1[C:4]=23. The yield is 0.230. (7) The yield is 0.230. The product is [O:15]1[CH2:16][CH2:17][N:12]([C:8]2[CH:7]=[N:6][C:5]3[C:10]([N:9]=2)=[CH:11][C:2]([O:18][C:19]2[CH:20]=[CH:21][C:22]([NH:25][C:26](=[O:31])[C:27]([CH3:29])([CH3:28])[CH3:30])=[CH:23][CH:24]=2)=[CH:3][CH:4]=3)[CH2:13][CH2:14]1. The catalyst is CN(C=O)C.[Cu]I. The reactants are Br[C:2]1[CH:11]=[C:10]2[C:5]([N:6]=[CH:7][C:8]([N:12]3[CH2:17][CH2:16][O:15][CH2:14][CH2:13]3)=[N:9]2)=[CH:4][CH:3]=1.[OH:18][C:19]1[CH:24]=[CH:23][C:22]([NH:25][C:26](=[O:31])[C:27]([CH3:30])([CH3:29])[CH3:28])=[CH:21][CH:20]=1.C([O-])([O-])=O.[Cs+].[Cs+]. (8) The reactants are Br[C:2]1[S:6][C:5]([NH:7][C:8]([NH:10][C:11]2[CH:16]=[CH:15][C:14]([CH3:17])=[CH:13][C:12]=2[C:18]([CH:20]2[CH2:24][CH2:23][CH2:22][CH2:21]2)=[O:19])=[O:9])=[N:4][CH:3]=1.[CH3:25][O:26][C:27](=[O:31])[CH:28]([SH:30])[CH3:29]. No catalyst specified. The product is [CH3:25][O:26][C:27](=[O:31])[CH:28]([S:30][C:2]1[S:6][C:5]([NH:7][C:8]([NH:10][C:11]2[CH:16]=[CH:15][C:14]([CH3:17])=[CH:13][C:12]=2[C:18]([CH:20]2[CH2:24][CH2:23][CH2:22][CH2:21]2)=[O:19])=[O:9])=[N:4][CH:3]=1)[CH3:29]. The yield is 0.280. (9) The reactants are Cl[CH2:2][C:3]1[N:8]=[C:7]([C:9]([NH:11][C:12]2[CH:17]=[CH:16][C:15]([N:18]3[CH2:23][CH2:22][CH2:21][CH2:20][CH2:19]3)=[CH:14][C:13]=2[C:24]2[CH:29]=[C:28]([C:30](=[O:43])[NH:31][CH2:32][C:33]3[CH:38]=[CH:37][CH:36]=[C:35]([C:39]([F:42])([F:41])[F:40])[CH:34]=3)[CH:27]=[CH:26][N:25]=2)=[O:10])[CH:6]=[CH:5][CH:4]=1.[NH:44]1[CH2:49][CH2:48][CH:47]([NH:50][C:51](=[O:53])[CH3:52])[CH2:46][CH2:45]1.C(=O)([O-])[O-].[K+].[K+].[I-].[K+]. The catalyst is CN(C)C=O. The product is [C:51]([NH:50][CH:47]1[CH2:48][CH2:49][N:44]([CH2:2][C:3]2[N:8]=[C:7]([C:9]([NH:11][C:12]3[CH:17]=[CH:16][C:15]([N:18]4[CH2:23][CH2:22][CH2:21][CH2:20][CH2:19]4)=[CH:14][C:13]=3[C:24]3[CH:29]=[C:28]([C:30](=[O:43])[NH:31][CH2:32][C:33]4[CH:38]=[CH:37][CH:36]=[C:35]([C:39]([F:42])([F:41])[F:40])[CH:34]=4)[CH:27]=[CH:26][N:25]=3)=[O:10])[CH:6]=[CH:5][CH:4]=2)[CH2:45][CH2:46]1)(=[O:53])[CH3:52]. The yield is 0.510.